This data is from Full USPTO retrosynthesis dataset with 1.9M reactions from patents (1976-2016). The task is: Predict the reactants needed to synthesize the given product. Given the product [C:8]([C:5]1[CH:6]=[CH:7][C:2]([O:1][C:19]([CH3:26])([CH3:25])[C:20]([O:22][CH2:23][CH3:24])=[O:21])=[C:3]([CH3:11])[CH:4]=1)(=[O:10])[CH3:9], predict the reactants needed to synthesize it. The reactants are: [OH:1][C:2]1[CH:7]=[CH:6][C:5]([C:8](=[O:10])[CH3:9])=[CH:4][C:3]=1[CH3:11].C(=O)([O-])[O-].[Cs+].[Cs+].Br[C:19]([CH3:26])([CH3:25])[C:20]([O:22][CH2:23][CH3:24])=[O:21].